From a dataset of Reaction yield outcomes from USPTO patents with 853,638 reactions. Predict the reaction yield, written as a fraction of the theoretical maximum amount of product (1.0 means a 100% yield; for example, 0.34 means a 34% yield). (1) The yield is 0.890. The catalyst is C1COCC1. The product is [N+:4]([C:7]1[CH:8]=[CH:9][C:10]2[O:15][CH2:14][CH2:13][NH:12][C:11]=2[CH:17]=1)([O-:6])=[O:5]. The reactants are S(C)C.[N+:4]([C:7]1[CH:8]=[CH:9][C:10]2[O:15][CH2:14][C:13](=O)[NH:12][C:11]=2[CH:17]=1)([O-:6])=[O:5]. (2) The reactants are [H-].[Na+].[C:3]1([OH:9])[CH:8]=[CH:7][CH:6]=[CH:5][CH:4]=1.Cl[C:11]1[CH:16]=[CH:15][C:14]([C:17]2[S:18][C:19]3[N:20]=[CH:21][N:22]=[CH:23][C:24]=3[N:25]=2)=[CH:13][C:12]=1[C:26]#[N:27].O. The catalyst is CS(C)=O. The product is [C:26]([C:12]1[CH:13]=[C:14]([C:17]2[S:18][C:19]3[N:20]=[CH:21][N:22]=[CH:23][C:24]=3[N:25]=2)[CH:15]=[CH:16][C:11]=1[O:9][C:3]1[CH:8]=[CH:7][CH:6]=[CH:5][CH:4]=1)#[N:27]. The yield is 0.690. (3) The product is [C:17](/[C:16](/[C:19]1[CH:20]=[N:21][CH:22]=[CH:23][CH:24]=1)=[CH:15]\[N:6]([CH2:5][C:3]([O:2][CH3:1])=[O:4])[CH2:7][CH2:8][C:9]([O:11][CH2:12][CH3:13])=[O:10])#[N:18]. The reactants are [CH3:1][O:2][C:3]([CH2:5][NH:6][CH2:7][CH2:8][C:9]([O:11][CH2:12][CH3:13])=[O:10])=[O:4].O=[CH:15][CH:16]([C:19]1[CH:20]=[N:21][CH:22]=[CH:23][CH:24]=1)[C:17]#[N:18]. The yield is 0.830. The catalyst is C(O)(=O)C. (4) The reactants are [C:1]([O:5][C:6](=[O:9])[CH2:7][NH2:8])([CH3:4])([CH3:3])[CH3:2].[CH3:10][C:11]([CH3:15])([CH3:14])[CH:12]=O. The catalyst is C(Cl)Cl. The product is [C:1]([O:5][C:6](=[O:9])[CH2:7]/[N:8]=[CH:10]/[C:11]([CH3:15])([CH3:14])[CH3:12])([CH3:4])([CH3:3])[CH3:2]. The yield is 1.00.